From a dataset of Forward reaction prediction with 1.9M reactions from USPTO patents (1976-2016). Predict the product of the given reaction. (1) Given the reactants [H-].[Na+].[Br:3][C:4]1[CH:5]=[C:6]([C:10]2[C:11]3[N:12]([C:27]([CH2:30][CH3:31])=[CH:28][CH:29]=3)[N:13]=[C:14]([CH2:25][OH:26])[C:15]=2[CH2:16][CH2:17][CH2:18][CH2:19][C:20]([O:22][CH2:23][CH3:24])=[O:21])[CH:7]=[N:8][CH:9]=1.[N:32]1([C:38](Cl)=[O:39])[CH2:37][CH2:36][O:35][CH2:34][CH2:33]1, predict the reaction product. The product is: [N:32]1([C:38]([O:26][CH2:25][C:14]2[C:15]([CH2:16][CH2:17][CH2:18][CH2:19][C:20]([O:22][CH2:23][CH3:24])=[O:21])=[C:10]([C:6]3[CH:7]=[N:8][CH:9]=[C:4]([Br:3])[CH:5]=3)[C:11]3[N:12]([C:27]([CH2:30][CH3:31])=[CH:28][CH:29]=3)[N:13]=2)=[O:39])[CH2:37][CH2:36][O:35][CH2:34][CH2:33]1. (2) Given the reactants Br[C:2]1[CH:11]=[CH:10][CH:9]=[C:8]2[C:3]=1[CH2:4][CH2:5][N:6]1[C:16](=[O:17])[CH2:15][N:14]=[C:13]([N:18]3[CH:22]=[C:21]([CH2:23][O:24][CH3:25])[N:20]=[CH:19]3)[CH2:12][CH:7]12.CO[C:28]1C=CC=C(OC)[C:33]=1[C:34]1C=CC=CC=1P(C1CCCCC1)C1CCCCC1.C1(B(O)O)CC1.[O-]P([O-])([O-])=O.[K+].[K+].[K+], predict the reaction product. The product is: [CH:34]1([C:2]2[CH:11]=[CH:10][CH:9]=[C:8]3[C:3]=2[CH2:4][CH2:5][N:6]2[C:16](=[O:17])[CH2:15][N:14]=[C:13]([N:18]4[CH:22]=[C:21]([CH2:23][O:24][CH3:25])[N:20]=[CH:19]4)[CH2:12][CH:7]23)[CH2:33][CH2:28]1. (3) Given the reactants C([N:4]1[C:12]2[C:7](=[CH:8][C:9]([F:14])=[C:10]([Br:13])[CH:11]=2)[C:6](=[O:15])[C:5]1([CH3:17])[CH3:16])(=O)C.[OH-].[Na+], predict the reaction product. The product is: [Br:13][C:10]1[CH:11]=[C:12]2[C:7]([C:6](=[O:15])[C:5]([CH3:16])([CH3:17])[NH:4]2)=[CH:8][C:9]=1[F:14]. (4) Given the reactants [NH2:1][C:2]1[CH:27]=[CH:26][C:5]([O:6][C:7]2[CH:12]=[CH:11][N:10]=[C:9]([NH:13][C:14]([N:16]3[CH2:21][CH2:20][CH:19]([CH2:22][N:23]([CH3:25])[CH3:24])[CH2:18][CH2:17]3)=[O:15])[CH:8]=2)=[CH:4][C:3]=1Cl, predict the reaction product. The product is: [NH2:1][C:2]1[CH:27]=[CH:26][C:5]([O:6][C:7]2[CH:12]=[CH:11][N:10]=[C:9]([NH:13][C:14]([N:16]3[CH2:21][CH2:20][CH:19]([CH2:22][N:23]([CH3:24])[CH3:25])[CH2:18][CH2:17]3)=[O:15])[CH:8]=2)=[CH:4][CH:3]=1.